From a dataset of Reaction yield outcomes from USPTO patents with 853,638 reactions. Predict the reaction yield, written as a fraction of the theoretical maximum amount of product (1.0 means a 100% yield; for example, 0.34 means a 34% yield). The reactants are [F:1][C:2]([F:19])([C:7]1[CH:11]=[C:10]([NH2:12])[N:9]([C:13]2[CH:18]=[CH:17][CH:16]=[CH:15][CH:14]=2)[N:8]=1)[C:3]([F:6])([F:5])[F:4].C(=O)([O-])[O-].[K+].[K+].Cl[C:27]([O:29][C:30]1[CH:35]=[CH:34][CH:33]=[CH:32][CH:31]=1)=[O:28]. The catalyst is C1COCC1. The product is [F:19][C:2]([F:1])([C:7]1[CH:11]=[C:10]([NH:12][C:27](=[O:28])[O:29][C:30]2[CH:35]=[CH:34][CH:33]=[CH:32][CH:31]=2)[N:9]([C:13]2[CH:14]=[CH:15][CH:16]=[CH:17][CH:18]=2)[N:8]=1)[C:3]([F:6])([F:5])[F:4]. The yield is 0.840.